This data is from Reaction yield outcomes from USPTO patents with 853,638 reactions. The task is: Predict the reaction yield, written as a fraction of the theoretical maximum amount of product (1.0 means a 100% yield; for example, 0.34 means a 34% yield). (1) The reactants are C(=O)([O-])[O-].[Na+].[Na+].FC(F)(F)S(O[C:13]1[CH2:14][CH2:15][N:16]([C:19]2[CH:20]=[CH:21][C:22]3[N:23]([C:25]([C:28]([F:31])([F:30])[F:29])=[N:26][N:27]=3)[N:24]=2)[CH2:17][CH:18]=1)(=O)=O.[CH2:34]([O:41][C:42]1[CH:47]=[CH:46][C:45](B(O)O)=[CH:44][C:43]=1[F:51])[C:35]1[CH:40]=[CH:39][CH:38]=[CH:37][CH:36]=1. The catalyst is COCCOC.O.C(Cl)Cl.C1C=CC(P(C2C=CC=CC=2)[C-]2C=CC=C2)=CC=1.C1C=CC(P(C2C=CC=CC=2)[C-]2C=CC=C2)=CC=1.Cl[Pd]Cl.[Fe+2]. The product is [CH2:34]([O:41][C:42]1[CH:47]=[CH:46][C:45]([C:13]2[CH2:14][CH2:15][N:16]([C:19]3[CH:20]=[CH:21][C:22]4[N:23]([C:25]([C:28]([F:31])([F:30])[F:29])=[N:26][N:27]=4)[N:24]=3)[CH2:17][CH:18]=2)=[CH:44][C:43]=1[F:51])[C:35]1[CH:36]=[CH:37][CH:38]=[CH:39][CH:40]=1. The yield is 0.740. (2) The reactants are [CH2:1]([C:4]1[CH:9]=[CH:8][CH:7]=[CH:6][C:5]=1[OH:10])[CH2:2][CH3:3].[Cl-].[Mg+2].[Cl-].C(N(CC)CC)C.[CH2:21]=[O:22].Cl. The catalyst is C(#N)C. The product is [OH:10][C:5]1[C:4]([CH2:1][CH2:2][CH3:3])=[CH:9][CH:8]=[CH:7][C:6]=1[CH:21]=[O:22]. The yield is 0.840. (3) The reactants are [NH2:1][C:2]1[N:3]=[N:4][C:5]([I:8])=[CH:6][CH:7]=1.Cl[CH2:10][C:11]([NH:13][C:14](=[O:18])[O:15][CH2:16][CH3:17])=O.P([O-])([O-])(O)=O.[Na+].[Na+].O. The catalyst is CN(C)C(=O)C. The product is [I:8][C:5]1[CH:6]=[CH:7][C:2]2[N:3]([CH:10]=[C:11]([NH:13][C:14](=[O:18])[O:15][CH2:16][CH3:17])[N:1]=2)[N:4]=1. The yield is 0.810. (4) No catalyst specified. The product is [C:14]([O:16][CH:9]1[C:4]2[N:5]=[CH:6][N:7]=[C:2]([Cl:1])[C:3]=2[C@H:11]([CH3:12])[CH2:10]1)(=[O:15])[CH3:13]. The yield is 0.440. The reactants are [Cl:1][C:2]1[N:7]=[CH:6][N+:5]([O-])=[C:4]2[CH2:9][CH2:10][C@@H:11]([CH3:12])[C:3]=12.[CH3:13][C:14]([O:16]C(C)=O)=[O:15]. (5) The reactants are Cl[CH2:2][C:3]1[CH:13]=[CH:12][C:6]2[O:7][C:8]([F:11])([F:10])[O:9][C:5]=2[CH:4]=1.[C-:14]#[N:15].[Na+].O.CC(OC)(C)C. The catalyst is CS(C)=O. The product is [F:10][C:8]1([F:11])[O:7][C:6]2[CH:12]=[CH:13][C:3]([CH2:2][C:14]#[N:15])=[CH:4][C:5]=2[O:9]1. The yield is 0.950. (6) The reactants are [OH:1][C:2]1[CH:10]=[C:9]([NH:11][S:12]([C:15]2[C:19]([Cl:20])=[C:18]([Cl:21])[S:17][C:16]=2[Cl:22])(=[O:14])=[O:13])[CH:8]=[CH:7][C:3]=1[C:4]([OH:6])=[O:5].[CH3:23][O:24][CH:25](O)[CH3:26]. No catalyst specified. The product is [OH:1][C:2]1[CH:10]=[C:9]([NH:11][S:12]([C:15]2[C:19]([Cl:20])=[C:18]([Cl:21])[S:17][C:16]=2[Cl:22])(=[O:14])=[O:13])[CH:8]=[CH:7][C:3]=1[C:4]([O:6][CH2:26][CH2:25][O:24][CH3:23])=[O:5]. The yield is 0.380. (7) The reactants are [F:1][C:2]1[CH:7]=[CH:6][C:5]([C:8]2[C:16]3[C:11](=[CH:12][CH:13]=[C:14]([C:17]4[NH:18][C:19]([CH2:22][CH2:23][C:24]([O:26]CC)=[O:25])=[N:20][N:21]=4)[CH:15]=3)[NH:10][N:9]=2)=[CH:4][CH:3]=1.O.[OH-].[Li+]. The catalyst is O1CCCC1. The product is [F:1][C:2]1[CH:7]=[CH:6][C:5]([C:8]2[C:16]3[C:11](=[CH:12][CH:13]=[C:14]([C:17]4[NH:18][C:19]([CH2:22][CH2:23][C:24]([OH:26])=[O:25])=[N:20][N:21]=4)[CH:15]=3)[NH:10][N:9]=2)=[CH:4][CH:3]=1. The yield is 0.320.